From a dataset of Catalyst prediction with 721,799 reactions and 888 catalyst types from USPTO. Predict which catalyst facilitates the given reaction. Reactant: [C:1](=[O:4])([O-])[O-].[K+].[K+].O=[C:8]1[CH2:12][N:11]([C:13]([O:15][C:16]([CH3:19])([CH3:18])[CH3:17])=[O:14])[C@H:10]([C:20]([O:22][CH3:23])=[O:21])[CH2:9]1.[N+](=[C:26](P(=O)(OC)OC)C(=O)C)=[N-]. Product: [CH3:26][O:4]/[CH:1]=[C:8]1\[CH2:9][C@@H:10]([C:20]([O:22][CH3:23])=[O:21])[N:11]([C:13]([O:15][C:16]([CH3:19])([CH3:18])[CH3:17])=[O:14])[CH2:12]\1. The catalyst class is: 5.